From a dataset of Full USPTO retrosynthesis dataset with 1.9M reactions from patents (1976-2016). Predict the reactants needed to synthesize the given product. (1) Given the product [CH3:1][O:2][C:3](=[O:27])[CH2:4][O:5][C:6]1[CH:14]=[C:13]2[CH:15]=[CH:16][CH:17]=[CH:18][C:12]2=[C:11]2[C:7]=1[C:8]([C:61](=[O:64])[C:60]([NH2:35])=[O:59])=[C:9]([CH3:26])[N:10]2[CH2:19][CH:20]1[CH2:25][CH2:24][CH2:23][CH2:22][CH2:21]1, predict the reactants needed to synthesize it. The reactants are: [CH3:1][O:2][C:3](=[O:27])[CH2:4][O:5][C:6]1[CH:14]=[C:13]2[CH:15]=[CH:16][CH:17]=[CH:18][C:12]2=[C:11]2[C:7]=1[CH:8]=[C:9]([CH3:26])[N:10]2[CH2:19][CH:20]1[CH2:25][CH2:24][CH2:23][CH2:22][CH2:21]1.C1(C[N:35]2C3C(=C(OC)C=C4C=CC=CC4=3)C=C2C)CCCCC1.B(Br)(Br)Br.BrCC([O:59][CH3:60])=O.[C:61](=[O:64])([O-])[O-].[Cs+].[Cs+]. (2) The reactants are: [N:1]1[C:9]2[CH:8]=[CH:7][N:6]=[CH:5][C:4]=2[NH:3][C:2]=1[C:10]1[C:18]2[N:17]3[CH:19]=[CH:20][CH:21]=[C:16]3[CH:15]([NH2:22])[C:14]=2[CH:13]=[CH:12][CH:11]=1.[Cl:23][C:24]1[CH:25]=[C:26]([C:33](O)=[O:34])[C:27]2[CH:32]=[CH:31][NH:30][C:28]=2[N:29]=1.Cl.CN(C)CCCN=C=NCC.ON1C2C=CC=CC=2N=N1. Given the product [N:1]1[C:9]2[CH:8]=[CH:7][N:6]=[CH:5][C:4]=2[NH:3][C:2]=1[C:10]1[C:18]2[N:17]3[CH:19]=[CH:20][CH:21]=[C:16]3[CH:15]([NH:22][C:33]([C:26]3[C:27]4[CH:32]=[CH:31][NH:30][C:28]=4[N:29]=[C:24]([Cl:23])[CH:25]=3)=[O:34])[C:14]=2[CH:13]=[CH:12][CH:11]=1, predict the reactants needed to synthesize it. (3) Given the product [ClH:58].[ClH:58].[CH:15]1([O:18][C:19]2[CH:26]=[CH:25][C:24]([N:27]3[C:31]([C:32]([F:35])([F:34])[F:33])=[N:30][N:29]=[N:28]3)=[CH:23][C:20]=2[CH2:21][NH:48][C@H:47]2[CH2:46][CH2:45][CH2:44][NH:43][C@H:42]2[C:36]2[CH:41]=[CH:40][CH:39]=[CH:38][CH:37]=2)[CH2:17][CH2:16]1, predict the reactants needed to synthesize it. The reactants are: C(O[BH-](OC(=O)C)OC(=O)C)(=O)C.[Na+].[CH:15]1([O:18][C:19]2[CH:26]=[CH:25][C:24]([N:27]3[C:31]([C:32]([F:35])([F:34])[F:33])=[N:30][N:29]=[N:28]3)=[CH:23][C:20]=2[CH:21]=O)[CH2:17][CH2:16]1.[C:36]1([C@H:42]2[C@@H:47]([NH2:48])[CH2:46][CH2:45][CH2:44][NH:43]2)[CH:41]=[CH:40][CH:39]=[CH:38][CH:37]=1.C(O)(=O)C.C(=O)([O-])O.[Na+].[Cl:58]CCCl. (4) Given the product [CH3:6][C:5]1([CH3:7])[CH2:4][C:3]2([CH2:13][CH2:12][N:11]([C:14]([O:16][C:17]([CH3:20])([CH3:19])[CH3:18])=[O:15])[CH2:10][CH2:9]2)[C:2](=[O:1])[NH:8]1, predict the reactants needed to synthesize it. The reactants are: [O:1]=[C:2]1[NH:8][C:5]2([CH2:7][CH2:6]2)[CH2:4][C:3]21[CH2:13][CH2:12][N:11]([C:14]([O:16][C:17]([CH3:20])([CH3:19])[CH3:18])=[O:15])[CH2:10][CH2:9]2.